This data is from hERG potassium channel inhibition data for cardiac toxicity prediction from Karim et al.. The task is: Regression/Classification. Given a drug SMILES string, predict its toxicity properties. Task type varies by dataset: regression for continuous values (e.g., LD50, hERG inhibition percentage) or binary classification for toxic/non-toxic outcomes (e.g., AMES mutagenicity, cardiotoxicity, hepatotoxicity). Dataset: herg_karim. (1) The compound is Cc1c([C@@H](O)CN2CCC3(CC2)CCN(c2ccns2)C3=O)ccc2c1COC2=O. The result is 1 (blocker). (2) The compound is O=C(O)COC[C@H]1CC[C@H](COC(=O)N(c2ccccc2)c2cccc(F)c2)CC1. The result is 0 (non-blocker).